Dataset: Catalyst prediction with 721,799 reactions and 888 catalyst types from USPTO. Task: Predict which catalyst facilitates the given reaction. (1) The catalyst class is: 157. Product: [CH3:26][O:25][C:10]1[CH:9]=[C:8]([NH2:7])[CH:13]=[C:12]([O:14][CH2:15][CH2:16][N:17]2[CH2:18][CH2:19][O:20][CH2:21][CH2:22]2)[C:11]=1[O:23][CH3:24]. Reactant: C(OC(=O)[NH:7][C:8]1[CH:13]=[C:12]([O:14][CH2:15][CH2:16][N:17]2[CH2:22][CH2:21][O:20][CH2:19][CH2:18]2)[C:11]([O:23][CH3:24])=[C:10]([O:25][CH3:26])[CH:9]=1)(C)(C)C. (2) Reactant: [N+:1]([C:4]1[CH:11]=[CH:10][C:7]([C:8]#[N:9])=[CH:6][C:5]=1[NH:12][CH:13]1[CH2:18][CH2:17][N:16]([CH:19]2[CH2:24][CH2:23][O:22][CH2:21][CH2:20]2)[CH2:15][CH2:14]1)([O-])=O.C([O-])=O.[NH4+]. Product: [NH2:1][C:4]1[CH:11]=[CH:10][C:7]([C:8]#[N:9])=[CH:6][C:5]=1[NH:12][CH:13]1[CH2:14][CH2:15][N:16]([CH:19]2[CH2:24][CH2:23][O:22][CH2:21][CH2:20]2)[CH2:17][CH2:18]1. The catalyst class is: 43. (3) Reactant: [S:1]([Cl:4])(Cl)=[O:2].[Cl:5][C:6]1[N:11]=[CH:10][C:9](N)=[CH:8][CH:7]=1.N([O-])=[O:14].[Na+]. Product: [Cl:5][C:6]1[N:11]=[CH:10][C:9]([S:1]([Cl:4])(=[O:2])=[O:14])=[CH:8][CH:7]=1. The catalyst class is: 126. (4) Reactant: [CH2:1]([O:8][C:9]1[CH:26]=[C:25]([N+:27]([O-:29])=[O:28])[CH:24]=[CH:23][C:10]=1[C:11]([NH:13][C@@H:14]([C@H:20]([OH:22])[CH3:21])[C:15]([NH:17][CH2:18][CH3:19])=[O:16])=O)[C:2]1[CH:7]=[CH:6][CH:5]=[CH:4][CH:3]=1.O=S(Cl)Cl.C(=O)([O-])[O-].[Na+].[Na+]. Product: [CH2:1]([O:8][C:9]1[CH:26]=[C:25]([N+:27]([O-:29])=[O:28])[CH:24]=[CH:23][C:10]=1[C:11]1[O:22][C@@H:20]([CH3:21])[C@@H:14]([C:15]([NH:17][CH2:18][CH3:19])=[O:16])[N:13]=1)[C:2]1[CH:3]=[CH:4][CH:5]=[CH:6][CH:7]=1. The catalyst class is: 2. (5) Reactant: [CH2:1]([C:8]1[CH:9]=[C:10]([CH2:31][CH:32]([O:38][CH2:39][CH3:40])[C:33]([O:35]CC)=[O:34])[CH:11]=[CH:12][C:13]=1[O:14][CH2:15][CH2:16][C:17]1[CH:22]=[CH:21][C:20]([NH:23][C:24]([O:26][C:27]([CH3:30])([CH3:29])[CH3:28])=[O:25])=[CH:19][CH:18]=1)[C:2]1[CH:7]=[CH:6][CH:5]=[CH:4][CH:3]=1.[OH-].[Li+].C1COCC1.S([O-])(O)(=O)=O.[K+]. Product: [CH2:1]([C:8]1[CH:9]=[C:10]([CH2:31][CH:32]([O:38][CH2:39][CH3:40])[C:33]([OH:35])=[O:34])[CH:11]=[CH:12][C:13]=1[O:14][CH2:15][CH2:16][C:17]1[CH:22]=[CH:21][C:20]([NH:23][C:24]([O:26][C:27]([CH3:30])([CH3:29])[CH3:28])=[O:25])=[CH:19][CH:18]=1)[C:2]1[CH:3]=[CH:4][CH:5]=[CH:6][CH:7]=1. The catalyst class is: 97. (6) Reactant: Cl[C:2]1[CH:7]=[C:6]([CH3:8])[N:5]=[C:4]([C:9]2[CH:14]=[CH:13][CH:12]=[C:11]([Cl:15])[N:10]=2)[N:3]=1.C(N(CC)CC)C.[Cl:23][C:24]1[CH:30]=[CH:29][C:27]([NH2:28])=[CH:26][CH:25]=1. Product: [Cl:23][C:24]1[CH:30]=[CH:29][C:27]([NH:28][C:2]2[CH:7]=[C:6]([CH3:8])[N:5]=[C:4]([C:9]3[CH:14]=[CH:13][CH:12]=[C:11]([Cl:15])[N:10]=3)[N:3]=2)=[CH:26][CH:25]=1. The catalyst class is: 10. (7) Reactant: Br[C:2]1[CH:14]=[CH:13][C:5]([C:6]([NH:8][C:9]([CH3:12])([CH3:11])[CH3:10])=[O:7])=[C:4]([F:15])[CH:3]=1.[Cu][C:17]#[N:18].C(N)CN. Product: [C:9]([NH:8][C:6](=[O:7])[C:5]1[CH:13]=[CH:14][C:2]([C:17]#[N:18])=[CH:3][C:4]=1[F:15])([CH3:12])([CH3:11])[CH3:10]. The catalyst class is: 3.